From a dataset of Forward reaction prediction with 1.9M reactions from USPTO patents (1976-2016). Predict the product of the given reaction. (1) Given the reactants Cl.[Cl:2][C:3]1[CH:4]=[N:5][N:6]([C:8]2[C:22]([F:23])=[CH:21][C:11]([O:12][CH2:13][C@@H:14]3[C@@H:19]([NH2:20])[CH2:18][CH2:17][O:16][CH2:15]3)=[CH:10][C:9]=2[F:24])[CH:7]=1.[CH3:25][S:26](Cl)(=[O:28])=[O:27].CO, predict the reaction product. The product is: [Cl:2][C:3]1[CH:4]=[N:5][N:6]([C:8]2[C:22]([F:23])=[CH:21][C:11]([O:12][CH2:13][C@@H:14]3[C@@H:19]([NH:20][S:26]([CH3:25])(=[O:28])=[O:27])[CH2:18][CH2:17][O:16][CH2:15]3)=[CH:10][C:9]=2[F:24])[CH:7]=1. (2) Given the reactants [F:1][C:2]1[C:8]([CH3:9])=[CH:7][CH:6]=[CH:5][C:3]=1[NH2:4].C1C(=O)N([Cl:17])C(=O)C1.O.C(OCC)(=O)C, predict the reaction product. The product is: [Cl:17][C:7]1[CH:6]=[CH:5][C:3]([NH2:4])=[C:2]([F:1])[C:8]=1[CH3:9].